From a dataset of Reaction yield outcomes from USPTO patents with 853,638 reactions. Predict the reaction yield, written as a fraction of the theoretical maximum amount of product (1.0 means a 100% yield; for example, 0.34 means a 34% yield). The catalyst is CCO. The product is [NH2:15][CH2:3][C@H:2]([OH:1])[CH2:4][N:5]1[CH2:14][CH2:13][C:12]2[C:7](=[CH:8][CH:9]=[CH:10][CH:11]=2)[CH2:6]1. The yield is 0.920. The reactants are [O:1]1[CH2:3][C@H:2]1[CH2:4][N:5]1[CH2:14][CH2:13][C:12]2[C:7](=[CH:8][CH:9]=[CH:10][CH:11]=2)[CH2:6]1.[NH3:15].